The task is: Predict the reaction yield, written as a fraction of the theoretical maximum amount of product (1.0 means a 100% yield; for example, 0.34 means a 34% yield).. This data is from Reaction yield outcomes from USPTO patents with 853,638 reactions. (1) The reactants are [N:1]([CH2:4][CH2:5][C:6]1([C:27]2[CH:32]=[CH:31][CH:30]=[CH:29][CH:28]=2)[O:11][C:10](=[O:12])[N:9]([C:13]2[CH:14]=[C:15]([C:19]3[CH:24]=[CH:23][C:22]([F:25])=[CH:21][C:20]=3[F:26])[CH:16]=[CH:17][CH:18]=2)[CH2:8][CH2:7]1)=[N+]=[N-].C1C=CC(P(C2C=CC=CC=2)C2C=CC=CC=2)=CC=1. The catalyst is C1COCC1.O. The product is [NH2:1][CH2:4][CH2:5][C:6]1([C:27]2[CH:28]=[CH:29][CH:30]=[CH:31][CH:32]=2)[O:11][C:10](=[O:12])[N:9]([C:13]2[CH:14]=[C:15]([C:19]3[CH:24]=[CH:23][C:22]([F:25])=[CH:21][C:20]=3[F:26])[CH:16]=[CH:17][CH:18]=2)[CH2:8][CH2:7]1. The yield is 0.310. (2) The reactants are [CH2:1]([O:8][C:9]1[CH:10]=[C:11]2[C:15](=[CH:16][CH:17]=1)[NH:14][CH:13]=[CH:12]2)[C:2]1[CH:7]=[CH:6][CH:5]=[CH:4][CH:3]=1.BrC[N:20]1[C:24](=[O:25])[C:23]2=[CH:26][CH:27]=[CH:28][CH:29]=[C:22]2[C:21]1=[O:30].[CH2:31]1COCC1. No catalyst specified. The product is [CH2:31]=[C:29]1[CH:28]=[CH:27][CH:26]=[C:23]2[C:24]([N:20]([N:14]3[C:15]4[C:11](=[CH:10][C:9]([O:8][CH2:1][C:2]5[CH:3]=[CH:4][CH:5]=[CH:6][CH:7]=5)=[CH:17][CH:16]=4)[CH:12]=[CH:13]3)[C:21](=[O:30])[CH:22]12)=[O:25]. The yield is 0.760. (3) The reactants are O=[C:2]1[C:10]2[C:5](=[CH:6][CH:7]=[C:8]([C:11]3[CH:12]=[C:13]([CH:16]=[CH:17][CH:18]=3)[C:14]#[N:15])[CH:9]=2)[CH2:4][C:3]21[CH2:26][C:25]1[C:20](=[CH:21][CH:22]=[CH:23][CH:24]=1)[CH2:19]2.[C:27](=[N:33][Si](C)(C)C)=[N:28][Si](C)(C)C. The catalyst is C(Cl)Cl.Cl[Ti](Cl)(Cl)Cl. The product is [C:14]([C:13]1[CH:12]=[C:11]([C:8]2[CH:9]=[C:10]3[C:5](=[CH:6][CH:7]=2)[CH2:4][C:3]2([CH2:26][C:25]4[C:20](=[CH:21][CH:22]=[CH:23][CH:24]=4)[CH2:19]2)/[C:2]/3=[N:28]/[C:27]#[N:33])[CH:18]=[CH:17][CH:16]=1)#[N:15]. The yield is 0.990. (4) The catalyst is CC(C)=O. The product is [CH:7]1([CH2:12][C:13]([C:15]2[CH:20]=[CH:19][C:18]([O:21][CH2:25][CH2:26][CH2:27][CH2:28][O:29][C:30]3[CH:31]=[CH:32][C:33]([C:34]#[N:35])=[CH:36][CH:37]=3)=[C:17]([CH3:22])[C:16]=2[OH:23])=[O:14])[CH2:11][CH2:10][CH2:9][CH2:8]1. The reactants are C(=O)([O-])[O-].[K+].[K+].[CH:7]1([CH2:12][C:13]([C:15]2[CH:20]=[CH:19][C:18]([OH:21])=[C:17]([CH3:22])[C:16]=2[OH:23])=[O:14])[CH2:11][CH2:10][CH2:9][CH2:8]1.Br[CH2:25][CH2:26][CH2:27][CH2:28][O:29][C:30]1[CH:37]=[CH:36][C:33]([C:34]#[N:35])=[CH:32][CH:31]=1. The yield is 0.620. (5) The reactants are [CH3:1][O:2][C:3]([C:5]1[C:9]([NH:10][C:11](=[O:21])[CH2:12][O:13][C:14]2[CH:19]=[CH:18][C:17](I)=[CH:16][CH:15]=2)=[CH:8][S:7][CH:6]=1)=[O:4].C([Sn](CCCC)(CCCC)[C:27]1[N:32]=[CH:31][CH:30]=[CH:29][N:28]=1)CCC.C1([As](C2C=CC=CC=2)C2C=CC=CC=2)C=CC=CC=1. The catalyst is CN(C=O)C.C1C=CC(/C=C/C(/C=C/C2C=CC=CC=2)=O)=CC=1.C1C=CC(/C=C/C(/C=C/C2C=CC=CC=2)=O)=CC=1.C1C=CC(/C=C/C(/C=C/C2C=CC=CC=2)=O)=CC=1.[Pd].[Pd].[Cu]I. The product is [CH3:1][O:2][C:3]([C:5]1[C:9]([NH:10][C:11](=[O:21])[CH2:12][O:13][C:14]2[CH:19]=[CH:18][C:17]([C:27]3[N:32]=[CH:31][CH:30]=[CH:29][N:28]=3)=[CH:16][CH:15]=2)=[CH:8][S:7][CH:6]=1)=[O:4]. The yield is 0.590. (6) The reactants are [F:8][C:7]([F:10])([F:9])[C:6](O[C:6](=[O:11])[C:7]([F:10])([F:9])[F:8])=[O:11].[F:14][C:15]1[CH:21]=[CH:20][CH:19]=[CH:18][C:16]=1[NH2:17].C(N(CC)CC)C. The catalyst is C(Cl)Cl. The product is [F:10][C:7]([F:8])([F:9])[C:6]([NH:17][C:16]1[CH:18]=[CH:19][CH:20]=[CH:21][C:15]=1[F:14])=[O:11]. The yield is 0.880.